From a dataset of Full USPTO retrosynthesis dataset with 1.9M reactions from patents (1976-2016). Predict the reactants needed to synthesize the given product. (1) Given the product [NH2:74][CH:23]([CH2:24][CH2:25][CH2:26][CH2:28][CH2:44][CH2:46][CH2:47][CH2:52][CH2:51][CH3:50])[C:22]([O:21][CH3:3])=[O:27], predict the reactants needed to synthesize it. The reactants are: C1[C@H](N)[C@@H:3]([O:21][C@H:22]2[O:27][C@H:26]([CH2:28]N)[C@@H:25](O)[C@H:24](O)[C@H:23]2O)[C@H](O)[C@@H:3]([O:21][C@H:22]2[O:27][C@H:26]([CH2:28]O)[C@@H:25](O)[C@H:24](N)[C@H:23]2O)[C@@H]1N.CC1(C)S[C@@H]2[C@H](N[C:44]([C@H:46](N)[C:47]3C=C[CH:50]=[CH:51][CH:52]=3)=O)C(=O)N2[C@H]1C(O)=O.C[C@H]1O[C@H]2O[C@H]3[C@H](O[C@@]2(O)C(=O)C1)[C@@H]([NH:74]C)[C@@H](O)[C@@H](NC)[C@@H]3O. (2) Given the product [O:9]1[CH:10]=[CH:11][CH:12]=[C:8]1[C:6]1[N:5]=[C:4]([NH:13][C:14]2[CH:18]=[C:17]([CH3:19])[NH:16][N:15]=2)[CH:3]=[C:2]([N:24]2[CH2:25][CH2:26][N:21]([CH3:20])[CH2:22][CH2:23]2)[N:7]=1, predict the reactants needed to synthesize it. The reactants are: Cl[C:2]1[N:7]=[C:6]([C:8]2[O:9][CH:10]=[CH:11][CH:12]=2)[N:5]=[C:4]([NH:13][C:14]2[CH:18]=[C:17]([CH3:19])[NH:16][N:15]=2)[CH:3]=1.[CH3:20][N:21]1[CH2:26][CH2:25][NH:24][CH2:23][CH2:22]1. (3) The reactants are: [N+:1]([C:4]1[CH:5]=[C:6]([CH:41]=[C:42]([N+:44]([O-])=O)[CH:43]=1)[C:7]([O:9][CH2:10][CH2:11][CH2:12][CH2:13][CH2:14][CH2:15][O:16][C:17](=[O:40])/[CH:18]=[CH:19]/[C:20]1[CH:25]=[CH:24][C:23]([O:26][C:27]([CH:29]2[CH2:34][CH2:33][CH:32]([CH2:35][CH2:36][CH2:37][CH2:38][CH3:39])[CH2:31][CH2:30]2)=[O:28])=[CH:22][CH:21]=1)=[O:8])([O-])=O. Given the product [NH2:44][C:42]1[CH:41]=[C:6]([CH:5]=[C:4]([NH2:1])[CH:43]=1)[C:7]([O:9][CH2:10][CH2:11][CH2:12][CH2:13][CH2:14][CH2:15][O:16][C:17](=[O:40])/[CH:18]=[CH:19]/[C:20]1[CH:21]=[CH:22][C:23]([O:26][C:27]([CH:29]2[CH2:30][CH2:31][CH:32]([CH2:35][CH2:36][CH2:37][CH2:38][CH3:39])[CH2:33][CH2:34]2)=[O:28])=[CH:24][CH:25]=1)=[O:8], predict the reactants needed to synthesize it. (4) Given the product [Cl:1][C:2]1[C:10]2[C:9]([N:11]3[CH2:15][CH2:14][C:13]4([CH2:20][CH2:19][N:18]([CH2:21][CH2:22][CH2:23][NH2:24])[CH2:17][CH2:16]4)[CH2:12]3)=[N:8][CH:7]=[N:6][C:5]=2[NH:4][CH:3]=1, predict the reactants needed to synthesize it. The reactants are: [Cl:1][C:2]1[C:10]2[C:9]([N:11]3[CH2:15][CH2:14][C:13]4([CH2:20][CH2:19][N:18]([CH2:21][CH2:22][CH2:23][NH:24]C(=O)OC(C)(C)C)[CH2:17][CH2:16]4)[CH2:12]3)=[N:8][CH:7]=[N:6][C:5]=2[NH:4][CH:3]=1.C(O)(C(F)(F)F)=O. (5) Given the product [CH3:19][C:17]1([CH3:20])[CH2:18][C:13]([CH3:24])([CH3:12])[CH2:14][C:15]([CH2:2][C:1]([O:6][CH2:7][CH3:8])=[O:9])([CH:21]=[CH2:22])[CH2:16]1, predict the reactants needed to synthesize it. The reactants are: [C:1]([O:9]CC)([O:6][CH2:7][CH3:8])(OCC)[CH3:2].[CH3:12][C:13]1([CH3:24])[CH2:18][C:17]([CH3:20])([CH3:19])[CH2:16][C:15](=[CH:21][CH2:22]O)[CH2:14]1.C(O)(=O)CC. (6) Given the product [C:43]([O:42][C:40]([N:37]1[CH2:36][CH2:35][CH:34]([N:32]2[CH:33]=[C:29]([C:2]3[C:3]([O:17][CH2:18][CH2:19][CH3:20])=[C:4]4[C:9](=[CH:10][CH:11]=3)[N:8]([C:12]([O:14][CH3:15])=[O:13])[C@@H:7]([CH3:16])[CH2:6][CH2:5]4)[CH:30]=[N:31]2)[CH2:39][CH2:38]1)=[O:41])([CH3:46])([CH3:44])[CH3:45], predict the reactants needed to synthesize it. The reactants are: Br[C:2]1[C:3]([O:17][CH2:18][CH2:19][CH3:20])=[C:4]2[C:9](=[CH:10][CH:11]=1)[N:8]([C:12]([O:14][CH3:15])=[O:13])[C@@H:7]([CH3:16])[CH2:6][CH2:5]2.CC1(C)C(C)(C)OB([C:29]2[CH:30]=[N:31][N:32]([CH:34]3[CH2:39][CH2:38][N:37]([C:40]([O:42][C:43]([CH3:46])([CH3:45])[CH3:44])=[O:41])[CH2:36][CH2:35]3)[CH:33]=2)O1.C(=O)([O-])[O-].[Cs+].[Cs+].